This data is from Forward reaction prediction with 1.9M reactions from USPTO patents (1976-2016). The task is: Predict the product of the given reaction. (1) Given the reactants Cl.[NH2:2][CH2:3][C:4]1[CH:12]=[CH:11][CH:10]=[C:9]2[C:5]=1[C:6](=[O:22])[N:7]([CH:14]1[CH2:19][CH2:18][C:17](=[O:20])[NH:16][C:15]1=[O:21])[C:8]2=[O:13].N12CCCN=C1CCCCC2.ON1C2C=CC=CC=2N=N1.[CH3:44][C:45]1[CH:49]=[C:48]([CH2:50][C:51](O)=[O:52])[O:47][N:46]=1.Cl.CN(C)CCCN=C=NCC, predict the reaction product. The product is: [O:21]=[C:15]1[CH:14]([N:7]2[C:6](=[O:22])[C:5]3[C:9](=[CH:10][CH:11]=[CH:12][C:4]=3[CH2:3][NH:2][C:51](=[O:52])[CH2:50][C:48]3[O:47][N:46]=[C:45]([CH3:44])[CH:49]=3)[C:8]2=[O:13])[CH2:19][CH2:18][C:17](=[O:20])[NH:16]1. (2) Given the reactants [Br:1][C:2]1[CH:7]=[CH:6][C:5]([C:8](=O)[C:9]([F:12])([F:11])[F:10])=[C:4]([F:14])[CH:3]=1.Cl.[NH2:16][OH:17].C([O-])(=O)C.[Na+], predict the reaction product. The product is: [Br:1][C:2]1[CH:7]=[CH:6][C:5]([C:8](=[N:16][OH:17])[C:9]([F:12])([F:11])[F:10])=[C:4]([F:14])[CH:3]=1.